This data is from Retrosynthesis with 50K atom-mapped reactions and 10 reaction types from USPTO. The task is: Predict the reactants needed to synthesize the given product. (1) Given the product CCCCCc1c(-c2ccccc2)n(Cc2ccccc2)c2ccc(-c3ccc(O)cc3)cc12, predict the reactants needed to synthesize it. The reactants are: CCCCCc1c(-c2ccccc2)n(Cc2ccccc2)c2ccc(-c3ccc(OC)cc3)cc12. (2) Given the product Cc1noc(-c2ccc(-c3ccc(C4(C(=O)O)CC4)cc3)cc2)c1CC(C)(O)CCc1ccccc1, predict the reactants needed to synthesize it. The reactants are: C[Mg+].Cc1noc(-c2ccc(-c3ccc(C4(C(=O)O)CC4)cc3)cc2)c1CC(=O)CCc1ccccc1. (3) Given the product CO[C@H]1Cc2ccccc2[C@H]1N, predict the reactants needed to synthesize it. The reactants are: CO[C@H]1Cc2ccccc2[C@H]1NC(=O)OC(C)(C)C.